Dataset: Catalyst prediction with 721,799 reactions and 888 catalyst types from USPTO. Task: Predict which catalyst facilitates the given reaction. (1) Reactant: [F:1][C:2]1([F:31])[O:6][C:5]2[CH:7]=[CH:8][C:9]([N:11]([CH2:29][CH3:30])[C:12](=[O:28])[CH2:13][N:14]3[C:26](=[O:27])[C:25]4[C:24]5[CH:23]=[CH:22][CH:21]=[CH:20][C:19]=5[NH:18][C:17]=4[CH:16]=[N:15]3)=[CH:10][C:4]=2[O:3]1.[H-].[Na+].Br[CH2:35][C:36]1[CH:41]=[CH:40][CH:39]=[CH:38][N:37]=1.Br. Product: [F:31][C:2]1([F:1])[O:6][C:5]2[CH:7]=[CH:8][C:9]([N:11]([CH2:29][CH3:30])[C:12](=[O:28])[CH2:13][N:14]3[C:26](=[O:27])[C:25]4[C:24]5[CH:23]=[CH:22][CH:21]=[CH:20][C:19]=5[N:18]([CH2:35][C:36]5[CH:41]=[CH:40][CH:39]=[CH:38][N:37]=5)[C:17]=4[CH:16]=[N:15]3)=[CH:10][C:4]=2[O:3]1. The catalyst class is: 20. (2) Reactant: [ClH:1].[CH3:2][N:3]([CH3:31])[CH:4]1[CH2:9][CH2:8][N:7]([C:10](=[O:30])[CH2:11][CH2:12][C:13]2[N:14]([CH2:18][C:19]([O:21][CH2:22][CH2:23][CH2:24][CH2:25][CH2:26][CH2:27][CH2:28][CH3:29])=[O:20])[CH:15]=[CH:16][N:17]=2)[CH2:6][CH2:5]1. Product: [ClH:1].[CH3:31][N:3]([CH3:2])[CH:4]1[CH2:9][CH2:8][N:7]([C:10](=[O:30])[CH2:11][CH2:12][C:13]2[N:14]([CH2:18][C:19]([O:21][CH2:22][CH2:23][CH2:24][CH2:25][CH2:26][CH2:27][CH2:28][CH3:29])=[O:20])[CH:15]=[CH:16][N:17]=2)[CH2:6][CH2:5]1. The catalyst class is: 27. (3) Reactant: C[O:2][C:3](=[O:31])[CH2:4][C:5]1([CH2:8][N:9]2[C:14]([C:15](=[O:25])[C:16]3[CH:21]=[C:20]([CH3:22])[CH:19]=[C:18]([C:23]#[N:24])[CH:17]=3)=[C:13]([CH:26]([CH3:28])[CH3:27])[C:12](=[O:29])[NH:11][C:10]2=[O:30])[CH2:7][CH2:6]1.[OH-].[Li+]. Product: [C:23]([C:18]1[CH:17]=[C:16]([CH:21]=[C:20]([CH3:22])[CH:19]=1)[C:15]([C:14]1[N:9]([CH2:8][C:5]2([CH2:4][C:3]([OH:31])=[O:2])[CH2:6][CH2:7]2)[C:10](=[O:30])[NH:11][C:12](=[O:29])[C:13]=1[CH:26]([CH3:28])[CH3:27])=[O:25])#[N:24]. The catalyst class is: 20.